Dataset: Reaction yield outcomes from USPTO patents with 853,638 reactions. Task: Predict the reaction yield, written as a fraction of the theoretical maximum amount of product (1.0 means a 100% yield; for example, 0.34 means a 34% yield). (1) The catalyst is O1CCOCC1.C1C=CC([P]([Pd]([P](C2C=CC=CC=2)(C2C=CC=CC=2)C2C=CC=CC=2)([P](C2C=CC=CC=2)(C2C=CC=CC=2)C2C=CC=CC=2)[P](C2C=CC=CC=2)(C2C=CC=CC=2)C2C=CC=CC=2)(C2C=CC=CC=2)C2C=CC=CC=2)=CC=1. The yield is 0.286. The product is [Br:1][C:2]1[C:3]([O:17][CH3:18])=[C:4]([C:13]([O:15][CH3:16])=[O:14])[C:5]2[N:6]=[CH:7][C:8]([C:24]3[S:25][CH:26]=[CH:27][N:28]=3)=[N:9][C:10]=2[CH:11]=1. The reactants are [Br:1][C:2]1[C:3]([O:17][CH3:18])=[C:4]([C:13]([O:15][CH3:16])=[O:14])[C:5]2[N:6]=[CH:7][C:8](Cl)=[N:9][C:10]=2[CH:11]=1.C([Sn](CCCC)(CCCC)[C:24]1[S:25][CH:26]=[CH:27][N:28]=1)CCC. (2) The reactants are [Br:1][C:2]1[CH:23]=[CH:22][C:5]2[N:6]([C:18]([CH3:21])([CH3:20])[CH3:19])[C:7]([C:9]3[CH:17]=[CH:16][CH:15]=[CH:14][C:10]=3[C:11]([NH2:13])=[O:12])=[N:8][C:4]=2[CH:3]=1. The catalyst is COC(OC)N(C)C. The product is [Br:1][C:2]1[CH:23]=[CH:22][C:5]2[N:6]([C:18]([CH3:19])([CH3:20])[CH3:21])[C:7]([C:9]3[CH:17]=[CH:16][CH:15]=[CH:14][C:10]=3[C:11](/[N:13]=[C:5](/[N:6]([CH3:18])[CH3:7])\[CH3:4])=[O:12])=[N:8][C:4]=2[CH:3]=1. The yield is 1.00. (3) The yield is 0.230. The catalyst is C(OCC)(=O)CC. The reactants are [CH:1](=[N:8]/[C:9]1[CH:17]=[CH:16][CH:15]=[C:14]2[C:10]=1[CH2:11][O:12][C:13]2=[O:18])\[C:2]1[CH:7]=[CH:6][CH:5]=[CH:4][CH:3]=1.[CH3:19][N:20]1[C:24]([CH:25]=O)=[CH:23][N:22]=[CH:21]1.[O-:27][CH2:28][CH3:29].[Na+].C(O)C. The product is [CH3:19][N:20]1[C:24]([CH:25]2[C:28](=[O:27])[C:29]3[C:14]([C:13]([O:12][CH2:11][CH3:10])=[O:18])=[CH:15][CH:16]=[CH:17][C:9]=3[NH:8][CH:1]2[C:2]2[CH:3]=[CH:4][CH:5]=[CH:6][CH:7]=2)=[CH:23][N:22]=[CH:21]1. (4) The reactants are [FH:1].F.F.C(N(CC)CC)C.C(N(CC)CC)C.[F:18][C:19]1[CH:40]=[CH:39][C:22]([CH2:23][O:24][C:25]2[CH:34]=[C:33]3[C:28]([CH:29]=[C:30]([C:35](O)([CH3:37])[CH3:36])[CH:31]=[N:32]3)=[CH:27][CH:26]=2)=[CH:21][CH:20]=1.C([O-])(O)=O.[Na+]. The catalyst is C(Cl)Cl.CCOC(C)=O. The product is [F:18][C:19]1[CH:40]=[CH:39][C:22]([CH2:23][O:24][C:25]2[CH:34]=[C:33]3[C:28]([CH:29]=[C:30]([C:35]([F:1])([CH3:37])[CH3:36])[CH:31]=[N:32]3)=[CH:27][CH:26]=2)=[CH:21][CH:20]=1. The yield is 0.220. (5) The reactants are [F:1][C:2]1[CH:3]=[C:4]([N+:9]([O-:11])=[O:10])[CH:5]=[CH:6][C:7]=1F.CCN(CC)CC.[CH2:19]([O:21][CH2:22][CH2:23][CH2:24][NH2:25])[CH3:20]. The catalyst is CCOC(C)=O. The product is [CH2:19]([O:21][CH2:22][CH2:23][CH2:24][NH:25][C:7]1[CH:6]=[CH:5][C:4]([N+:9]([O-:11])=[O:10])=[CH:3][C:2]=1[F:1])[CH3:20]. The yield is 0.900. (6) The reactants are [Cl:1][C:2]1[C:7]2[NH:8]C(=O)[O:10][C:11](=O)[C:6]=2[CH:5]=[CH:4][CH:3]=1.[Br:14][C:15]1[C:16]([CH3:22])=[C:17]([CH:19]=[CH:20][CH:21]=1)[NH2:18]. The catalyst is C1(C)C(C)=CC=CC=1. The product is [NH2:8][C:7]1[C:2]([Cl:1])=[CH:3][CH:4]=[CH:5][C:6]=1[C:11]([NH:18][C:17]1[CH:19]=[CH:20][CH:21]=[C:15]([Br:14])[C:16]=1[CH3:22])=[O:10]. The yield is 0.910. (7) The reactants are [CH3:1][C:2]1[C:7]([CH3:8])=[CH:6][C:5]([CH3:9])=[CH:4][N+:3]=1[O-:10].S(=O)(=O)(O)O.[N+:16]([O-])([OH:18])=[O:17]. No catalyst specified. The product is [CH3:1][C:2]1[C:7]([CH3:8])=[C:6]([N+:16]([O-:18])=[O:17])[C:5]([CH3:9])=[CH:4][N+:3]=1[O-:10]. The yield is 0.931. (8) The product is [C:1]([O:5][C:6](=[O:7])[NH:8][C:9]1[CH:17]=[CH:16][CH:15]=[C:11]([C:12](=[O:14])[NH:46][CH2:47][CH:48]([OH:60])[CH2:49][N:50]2[CH2:59][CH2:58][C:57]3[C:52](=[CH:53][CH:54]=[CH:55][CH:56]=3)[CH2:51]2)[CH:10]=1)([CH3:2])([CH3:3])[CH3:4]. The catalyst is C(Cl)Cl. The yield is 0.710. The reactants are [C:1]([O:5][C:6]([NH:8][C:9]1[CH:10]=[C:11]([CH:15]=[CH:16][CH:17]=1)[C:12]([OH:14])=O)=[O:7])([CH3:4])([CH3:3])[CH3:2].CCN=C=NCCCN(C)C.C1C=CC2N(O)N=NC=2C=1.CCN(CC)CC.[NH2:46][CH2:47][CH:48]([OH:60])[CH2:49][N:50]1[CH2:59][CH2:58][C:57]2[C:52](=[CH:53][CH:54]=[CH:55][CH:56]=2)[CH2:51]1.